The task is: Predict which catalyst facilitates the given reaction.. This data is from Catalyst prediction with 721,799 reactions and 888 catalyst types from USPTO. (1) Reactant: C([O:5][C:6](=[O:35])[C:7]([S:10][C:11]1[S:12][CH:13]=[C:14]([CH2:16][CH2:17][O:18][C:19]2[CH:24]=[CH:23][C:22]([C:25]3[CH:30]=[CH:29][C:28]([F:31])=[CH:27][CH:26]=3)=[CH:21][C:20]=2[N+:32]([O-:34])=[O:33])[N:15]=1)([CH3:9])[CH3:8])(C)(C)C.FC(F)(F)C(O)=O. Product: [F:31][C:28]1[CH:29]=[CH:30][C:25]([C:22]2[CH:23]=[CH:24][C:19]([O:18][CH2:17][CH2:16][C:14]3[N:15]=[C:11]([S:10][C:7]([CH3:9])([CH3:8])[C:6]([OH:35])=[O:5])[S:12][CH:13]=3)=[C:20]([N+:32]([O-:34])=[O:33])[CH:21]=2)=[CH:26][CH:27]=1. The catalyst class is: 4. (2) Reactant: C(OC([N:8]1[CH2:13][C@@H:12]([N:14]([C:19]([C:21]2[C:22]([NH:31][CH2:32][CH2:33][CH2:34][O:35][CH3:36])=[N:23][C:24]([C:27]([CH3:30])([CH3:29])[CH3:28])=[N:25][CH:26]=2)=[O:20])[CH2:15][CH:16]([CH3:18])[CH3:17])[CH2:11][C@@H:10]([C:37]([OH:39])=[O:38])[CH2:9]1)=O)(C)(C)C.O.[ClH:41]. Product: [ClH:41].[ClH:41].[C:27]([C:24]1[N:23]=[C:22]([NH:31][CH2:32][CH2:33][CH2:34][O:35][CH3:36])[C:21]([C:19]([N:14]([CH2:15][CH:16]([CH3:18])[CH3:17])[C@@H:12]2[CH2:13][NH:8][CH2:9][C@H:10]([C:37]([OH:39])=[O:38])[CH2:11]2)=[O:20])=[CH:26][N:25]=1)([CH3:29])([CH3:30])[CH3:28]. The catalyst class is: 12.